From a dataset of Catalyst prediction with 721,799 reactions and 888 catalyst types from USPTO. Predict which catalyst facilitates the given reaction. (1) Reactant: [CH3:1][S:2]([C:5]1[CH:6]=[C:7]2[C:12](=[CH:13][CH:14]=1)[CH:11]=[C:10]([NH:15][C:16](=[O:22])[O:17][C:18]([CH3:21])([CH3:20])[CH3:19])[CH:9]=[CH:8]2)(=[O:4])=[O:3].C1C(=O)N([Br:30])C(=O)C1. Product: [Br:30][C:11]1[C:12]2[C:7](=[CH:6][C:5]([S:2]([CH3:1])(=[O:3])=[O:4])=[CH:14][CH:13]=2)[CH:8]=[CH:9][C:10]=1[NH:15][C:16](=[O:22])[O:17][C:18]([CH3:19])([CH3:21])[CH3:20]. The catalyst class is: 23. (2) Reactant: [F:1][C:2]1[CH:7]=[CH:6][C:5]([C:8]2[O:9][C:10]3[CH:20]=[CH:19][C:18]([C:21]4[C:22]([CH3:32])=[CH:23][C:24]([O:30][CH3:31])=[C:25]([CH:29]=4)[C:26](O)=[O:27])=[CH:17][C:11]=3[C:12]=2[C:13](=[O:16])[NH:14][CH3:15])=[CH:4][CH:3]=1.[CH3:33][C:34]1[O:38][CH:37]=[N:36][C:35]=1[C:39]1([NH2:42])[CH2:41][CH2:40]1.C1C=CC2N(O)N=NC=2C=1.CCN=C=NCCCN(C)C.Cl.C(N(C(C)C)CC)(C)C. Product: [F:1][C:2]1[CH:3]=[CH:4][C:5]([C:8]2[O:9][C:10]3[CH:20]=[CH:19][C:18]([C:21]4[CH:29]=[C:25]([C:26](=[O:27])[NH:42][C:39]5([C:35]6[N:36]=[CH:37][O:38][C:34]=6[CH3:33])[CH2:41][CH2:40]5)[C:24]([O:30][CH3:31])=[CH:23][C:22]=4[CH3:32])=[CH:17][C:11]=3[C:12]=2[C:13]([NH:14][CH3:15])=[O:16])=[CH:6][CH:7]=1. The catalyst class is: 2. (3) Product: [F:1][CH2:2][CH2:3][O:4][CH2:5][CH2:6][O:7][CH2:8][CH2:9][O:10][C:11]1[CH:12]=[CH:13][C:14]([C:17](=[O:19])/[CH:18]=[CH:27]/[C:26]2[CH:29]=[CH:30][C:23]([N+:20]([O-:22])=[O:21])=[CH:24][CH:25]=2)=[CH:15][CH:16]=1. Reactant: [F:1][CH2:2][CH2:3][O:4][CH2:5][CH2:6][O:7][CH2:8][CH2:9][O:10][C:11]1[CH:16]=[CH:15][C:14]([C:17](=[O:19])[CH3:18])=[CH:13][CH:12]=1.[N+:20]([C:23]1[CH:30]=[CH:29][C:26]([CH:27]=O)=[CH:25][CH:24]=1)([O-:22])=[O:21].[OH-].[K+]. The catalyst class is: 8. (4) Reactant: [Cl:1][C:2]1[C:11]([N+:12]([O-])=O)=[C:10]([NH:15][CH2:16][C:17]([CH3:20])([OH:19])[CH3:18])[C:9]2[C:4](=[CH:5][CH:6]=[CH:7][CH:8]=2)[N:3]=1.C(N(CC)CC)C.[O-]S(S([O-])=O)=O.[Na+].[Na+].Cl. Product: [NH2:12][C:11]1[C:2]([Cl:1])=[N:3][C:4]2[C:9]([C:10]=1[NH:15][CH2:16][C:17]([CH3:18])([OH:19])[CH3:20])=[CH:8][CH:7]=[CH:6][CH:5]=2. The catalyst class is: 378. (5) Reactant: CS(O[CH2:6][C@@H:7]1[CH2:12][CH2:11][C@H:10]([C:13]([O:15][CH2:16][CH2:17][CH2:18][CH3:19])=[O:14])[CH2:9][CH2:8]1)(=O)=O.[N-:20]=[N+:21]=[N-:22].[Na+]. Product: [N:20]([CH2:6][C@@H:7]1[CH2:12][CH2:11][C@H:10]([C:13]([O:15][CH2:16][CH2:17][CH2:18][CH3:19])=[O:14])[CH2:9][CH2:8]1)=[N+:21]=[N-:22]. The catalyst class is: 9. (6) Reactant: [CH2:1]([CH:3]1[CH2:7][CH:6]([O:8][CH:9]2[CH2:14][CH2:13][O:12][CH2:11][CH2:10]2)[CH2:5][CH:4]1[C:15]1[N:19]2[C:20]3[CH:26]=[CH:25][N:24](S(C4C=CC(C)=CC=4)(=O)=O)[C:21]=3[N:22]=[CH:23][C:18]2=[N:17][N:16]=1)[CH3:2].[OH-].[Na+].Cl. Product: [CH2:1]([C@@H:3]1[CH2:7][C@H:6]([O:8][CH:9]2[CH2:14][CH2:13][O:12][CH2:11][CH2:10]2)[CH2:5][C@@H:4]1[C:15]1[N:19]2[C:20]3[CH:26]=[CH:25][NH:24][C:21]=3[N:22]=[CH:23][C:18]2=[N:17][N:16]=1)[CH3:2]. The catalyst class is: 12.